This data is from Full USPTO retrosynthesis dataset with 1.9M reactions from patents (1976-2016). The task is: Predict the reactants needed to synthesize the given product. (1) Given the product [C:1]([O:5][CH2:6][CH2:7][CH2:8][CH3:9])(=[O:4])[CH:2]=[CH2:3].[C:10]([OH:14])(=[O:13])[CH:11]=[CH2:12].[C:22]([OH:26])(=[O:25])[CH:23]=[CH2:24].[C:27]([OH:31])(=[O:30])[CH:28]=[CH2:29].[C:32]([OH:36])(=[O:35])[CH:33]=[CH2:34].[CH2:37]([C:39]([CH2:44][OH:45])([CH2:42][OH:43])[CH2:40][CH3:41])[OH:38], predict the reactants needed to synthesize it. The reactants are: [C:1]([O:5][CH2:6][CH2:7][CH2:8][CH3:9])(=[O:4])[CH:2]=[CH2:3].[C:10]([OH:14])(=[O:13])[CH:11]=[CH2:12].C(C1NC=CN=1)=C.[C:22]([OH:26])(=[O:25])[CH:23]=[CH2:24].[C:27]([OH:31])(=[O:30])[CH:28]=[CH2:29].[C:32]([OH:36])(=[O:35])[CH:33]=[CH2:34].[CH2:37]([C:39]([CH2:44][OH:45])([CH2:42][OH:43])[CH2:40][CH3:41])[OH:38]. (2) Given the product [CH2:1]([Si:4]([CH2:13][CH:14]=[CH2:15])([OH:12])[C:5]1[CH:10]=[CH:9][C:8]([C:27]2[CH:28]=[CH:29][C:24]([O:23][CH3:22])=[CH:25][CH:26]=2)=[CH:7][CH:6]=1)[CH:2]=[CH2:3], predict the reactants needed to synthesize it. The reactants are: [CH2:1]([Si:4]([CH2:13][CH:14]=[CH2:15])([OH:12])[C:5]1[CH:10]=[CH:9][C:8](I)=[CH:7][CH:6]=1)[CH:2]=[CH2:3].C([O-])([O-])=O.[K+].[K+].[CH3:22][O:23][C:24]1[CH:29]=[CH:28][C:27](B(O)O)=[CH:26][CH:25]=1. (3) Given the product [C:1]1([CH:7]([C:21]2[CH:26]=[CH:25][CH:24]=[CH:23][CH:22]=2)[O:8][C:9]2[CH:14]=[CH:13][C:12]([CH2:15][N:34]([S:35]([C:38]3[CH:43]=[CH:42][CH:41]=[CH:40][C:39]=3[N+:44]([O-:46])=[O:45])(=[O:36])=[O:37])[C:32]3[CH:31]=[CH:30][C:29]([CH2:47][CH2:48][C:49]([O:51][CH2:52][CH3:53])=[O:50])=[C:28]([F:27])[CH:33]=3)=[CH:11][C:10]=2[CH2:17][CH:18]([CH3:20])[CH3:19])[CH:6]=[CH:5][CH:4]=[CH:3][CH:2]=1, predict the reactants needed to synthesize it. The reactants are: [C:1]1([CH:7]([C:21]2[CH:26]=[CH:25][CH:24]=[CH:23][CH:22]=2)[O:8][C:9]2[CH:14]=[CH:13][C:12]([CH2:15]O)=[CH:11][C:10]=2[CH2:17][CH:18]([CH3:20])[CH3:19])[CH:6]=[CH:5][CH:4]=[CH:3][CH:2]=1.[F:27][C:28]1[CH:33]=[C:32]([NH:34][S:35]([C:38]2[CH:43]=[CH:42][CH:41]=[CH:40][C:39]=2[N+:44]([O-:46])=[O:45])(=[O:37])=[O:36])[CH:31]=[CH:30][C:29]=1[CH2:47][CH2:48][C:49]([O:51][CH2:52][CH3:53])=[O:50].C1(P(C2C=CC=CC=2)C2C=CC=CC=2)C=CC=CC=1.N(C(OCC)=O)=NC(OCC)=O. (4) Given the product [CH3:31][S:32]([O:1][CH2:2][C@H:3]1[CH2:8][CH2:7][CH2:6][CH2:5][C@@H:4]1[N:9]([C@H:16]([C:18]1[CH:19]=[CH:20][CH:21]=[CH:22][CH:23]=1)[CH3:17])[CH2:10][C:11]([O:13][CH2:14][CH3:15])=[O:12])(=[O:34])=[O:33], predict the reactants needed to synthesize it. The reactants are: [OH:1][CH2:2][C@H:3]1[CH2:8][CH2:7][CH2:6][CH2:5][C@@H:4]1[N:9]([C@H:16]([C:18]1[CH:23]=[CH:22][CH:21]=[CH:20][CH:19]=1)[CH3:17])[CH2:10][C:11]([O:13][CH2:14][CH3:15])=[O:12].C(N(CC)CC)C.[CH3:31][S:32](Cl)(=[O:34])=[O:33]. (5) Given the product [F:59][C:5]1([F:4])[CH2:6][CH2:7][CH:8]([C:11]2[C:20]3[CH:19]([OH:21])[CH2:18][C:17]([CH3:22])([CH3:23])[CH2:16][C:15]=3[N:14]=[C:13]([CH:24]3[CH2:25][CH2:26][N:27]([C:30]4[N:35]=[CH:34][C:33]([OH:36])=[CH:32][N:31]=4)[CH2:28][CH2:29]3)[C:12]=2[CH:47]([F:58])[C:48]2[CH:49]=[CH:50][C:51]([C:54]([F:55])([F:57])[F:56])=[CH:52][CH:53]=2)[CH2:9][CH2:10]1, predict the reactants needed to synthesize it. The reactants are: C(I)C.[F:4][C:5]1([F:59])[CH2:10][CH2:9][CH:8]([C:11]2[C:20]3[CH:19]([OH:21])[CH2:18][C:17]([CH3:23])([CH3:22])[CH2:16][C:15]=3[N:14]=[C:13]([CH:24]3[CH2:29][CH2:28][N:27]([C:30]4[N:35]=[CH:34][C:33]([O:36]C[C@@H](OC5CCCCO5)C)=[CH:32][N:31]=4)[CH2:26][CH2:25]3)[C:12]=2[CH:47]([F:58])[C:48]2[CH:53]=[CH:52][C:51]([C:54]([F:57])([F:56])[F:55])=[CH:50][CH:49]=2)[CH2:7][CH2:6]1. (6) Given the product [C:24]1([CH3:23])[CH:31]=[CH:30][CH:29]=[C:26]([CH:27]=[CH:28][C:2]2[S:6][C:5]([C:7]3[CH:12]=[CH:11][N:10]=[C:9]([NH:13][C:14]4[CH:15]=[C:16]([CH:20]([OH:22])[CH3:21])[CH:17]=[CH:18][CH:19]=4)[N:8]=3)=[CH:4][CH:3]=2)[CH:25]=1, predict the reactants needed to synthesize it. The reactants are: Br[C:2]1[S:6][C:5]([C:7]2[CH:12]=[CH:11][N:10]=[C:9]([NH:13][C:14]3[CH:15]=[C:16]([CH:20]([OH:22])[CH3:21])[CH:17]=[CH:18][CH:19]=3)[N:8]=2)=[CH:4][CH:3]=1.[CH3:23][C:24]1[CH:25]=[C:26]([CH:29]=[CH:30][CH:31]=1)[CH:27]=[CH2:28].CC([O-])=O.[Na+]. (7) Given the product [C:1]([N:42]1[CH2:48][CH2:47][CH2:46][C@H:43]1[CH2:44][OH:45])(=[O:20])[CH2:2][CH2:3][CH2:4][CH2:5][CH2:6][CH2:7][CH2:8]/[CH:9]=[CH:10]\[CH2:11][CH2:12][CH2:13][CH2:14][CH2:15][CH2:16][CH2:17][CH3:18], predict the reactants needed to synthesize it. The reactants are: [C:1]([OH:20])(=O)[CH2:2][CH2:3][CH2:4][CH2:5][CH2:6][CH2:7][CH2:8]/[CH:9]=[CH:10]\[CH2:11][CH2:12][CH2:13][CH2:14][CH2:15][CH2:16][CH2:17][CH3:18].C1CCC(N=C=NC2CCCCC2)CC1.C(OCC)(=O)C.[NH:42]1[CH2:48][CH2:47][CH2:46][C@H:43]1[CH2:44][OH:45]. (8) Given the product [C:1]([N:4]1[CH2:5][CH2:6][CH:7]([N:10]([C@H:22]2[CH2:23][CH2:24][C@H:25]([CH3:28])[CH2:26][CH2:27]2)[C:11]([NH:13][C:14]2[S:15][C:16]([S:19][CH2:38][CH2:39][N:40]3[CH2:45][CH2:44][CH2:43][CH2:42][CH2:41]3)=[CH:17][N:18]=2)=[O:12])[CH2:8][CH2:9]1)(=[O:3])[CH3:2], predict the reactants needed to synthesize it. The reactants are: [C:1]([N:4]1[CH2:9][CH2:8][CH:7]([N:10]([C@H:22]2[CH2:27][CH2:26][C@H:25]([CH3:28])[CH2:24][CH2:23]2)[C:11]([NH:13][C:14]2[S:15][C:16]([S:19]C#N)=[CH:17][N:18]=2)=[O:12])[CH2:6][CH2:5]1)(=[O:3])[CH3:2].SC[C@@H]([C@@H](CS)O)O.Cl[CH2:38][CH2:39][N:40]1[CH2:45][CH2:44][CH2:43][CH2:42][CH2:41]1. (9) Given the product [CH2:1]([N:3]([CH:4]1[CH2:5][CH2:6][NH:7][CH2:8][CH2:9]1)[C:17]1[C:22]2[CH2:23][CH:24]=[CH:25][CH2:26][CH2:27][CH2:28][C:29]3[CH:38]=[C:37]([CH3:39])[CH2:36][C:35](=[O:40])[C:30]=3[CH2:31][NH:32][C:33](=[O:34])[C:21]=2[CH:20]=[N:19][CH:18]=1)[CH3:2], predict the reactants needed to synthesize it. The reactants are: [CH2:1]([N:3]([C:17]1[C:22]2[CH2:23][CH:24]=[CH:25][CH2:26][CH2:27][CH2:28][C:29]3[CH:38]=[C:37]([CH3:39])[CH:36]=[C:35]([O:40]C)[C:30]=3[CH2:31][NH:32][C:33](=[O:34])[C:21]=2[CH:20]=[N:19][CH:18]=1)[CH:4]1[CH2:9][CH2:8][N:7](C(OC(C)(C)C)=O)[CH2:6][CH2:5]1)[CH3:2].Cl. (10) The reactants are: Br.Br.[CH3:3][NH:4][CH:5]1[CH2:14][CH2:13][C:8]2[N:9]=[C:10](N)[S:11][C:7]=2[CH2:6]1.C(NC1CCC2N=CSC=2C1)CC. Given the product [CH3:3][NH:4][CH:5]1[CH2:14][CH2:13][C:8]2[N:9]=[CH:10][S:11][C:7]=2[CH2:6]1, predict the reactants needed to synthesize it.